Predict the reactants needed to synthesize the given product. From a dataset of Full USPTO retrosynthesis dataset with 1.9M reactions from patents (1976-2016). (1) Given the product [Cl:21][C:22]1[C:23]([CH3:29])=[C:24]([NH:25][S:13]([C:10]2[C:11]3[C:6](=[CH:5][CH:4]=[C:3]([O:2][CH3:1])[CH:12]=3)[CH:7]=[C:8]([S:17]([NH:25][C:24]3[CH:26]=[CH:27][CH:28]=[C:22]([Cl:21])[C:23]=3[CH3:29])(=[O:19])=[O:18])[CH:9]=2)(=[O:15])=[O:14])[CH:26]=[CH:27][CH:28]=1, predict the reactants needed to synthesize it. The reactants are: [CH3:1][O:2][C:3]1[CH:12]=[C:11]2[C:6]([CH:7]=[C:8]([S:17](Cl)(=[O:19])=[O:18])[CH:9]=[C:10]2[S:13](Cl)(=[O:15])=[O:14])=[CH:5][CH:4]=1.[Cl:21][C:22]1[C:23]([CH3:29])=[C:24]([CH:26]=[CH:27][CH:28]=1)[NH2:25]. (2) Given the product [CH3:10][C:3]1[C:2]([B:16]2[O:20][C:19]([CH3:22])([CH3:21])[C:18]([CH3:24])([CH3:23])[O:17]2)=[CH:7][CH:6]=[CH:5][C:4]=1[CH2:8][OH:9], predict the reactants needed to synthesize it. The reactants are: Br[C:2]1[C:3]([CH3:10])=[C:4]([CH2:8][OH:9])[CH:5]=[CH:6][CH:7]=1.C([O-])(=O)C.[K+].[B:16]1([B:16]2[O:20][C:19]([CH3:22])([CH3:21])[C:18]([CH3:24])([CH3:23])[O:17]2)[O:20][C:19]([CH3:22])([CH3:21])[C:18]([CH3:24])([CH3:23])[O:17]1. (3) Given the product [CH2:2]([O:4][C:5]([C:7]1([CH3:20])[CH2:12][CH2:11][NH:10][CH2:9][CH2:8]1)=[O:6])[CH3:3], predict the reactants needed to synthesize it. The reactants are: Cl.[CH2:2]([O:4][C:5]([C:7]1([CH3:20])[CH2:12][CH2:11][N:10](C(OC(C)(C)C)=O)[CH2:9][CH2:8]1)=[O:6])[CH3:3].